Dataset: Peptide-MHC class I binding affinity with 185,985 pairs from IEDB/IMGT. Task: Regression. Given a peptide amino acid sequence and an MHC pseudo amino acid sequence, predict their binding affinity value. This is MHC class I binding data. (1) The peptide sequence is KQRKPGGPW. The MHC is HLA-B14:02 with pseudo-sequence HLA-B14:02. The binding affinity (normalized) is 0.213. (2) The peptide sequence is ELKHGLLDSI. The MHC is HLA-A02:02 with pseudo-sequence HLA-A02:02. The binding affinity (normalized) is 0.419.